Dataset: Full USPTO retrosynthesis dataset with 1.9M reactions from patents (1976-2016). Task: Predict the reactants needed to synthesize the given product. (1) Given the product [CH:13]([N:10]1[CH2:11][CH2:12][C@H:7]([N:4]2[CH2:5][CH2:6][C@H:2]([NH:1][C:22]3[C:31]4[C:26](=[CH:27][CH:28]=[C:29]([C:32]([F:34])([F:35])[F:33])[CH:30]=4)[N:25]=[CH:24][N:23]=3)[C:3]2=[O:20])[C@H:8]([C:16]([O:18][CH3:19])=[O:17])[CH2:9]1)([CH3:14])[CH3:15], predict the reactants needed to synthesize it. The reactants are: [NH2:1][C@H:2]1[CH2:6][CH2:5][N:4]([C@H:7]2[CH2:12][CH2:11][N:10]([CH:13]([CH3:15])[CH3:14])[CH2:9][C@H:8]2[C:16]([O:18][CH3:19])=[O:17])[C:3]1=[O:20].Cl[C:22]1[C:31]2[C:26](=[CH:27][CH:28]=[C:29]([C:32]([F:35])([F:34])[F:33])[CH:30]=2)[N:25]=[CH:24][N:23]=1.C(N(CC)CC)C. (2) Given the product [C:2]1([S:8]([NH:11][C:12](=[O:24])[C:13]2[CH:18]=[CH:17][C:16]([NH:19][C:20](=[O:22])[CH3:21])=[C:15]([NH:23][CH2:37][C:36]3[CH:39]=[CH:40][C:33]([O:32][CH2:25][C:26]4[CH:31]=[CH:30][CH:29]=[CH:28][CH:27]=4)=[CH:34][CH:35]=3)[CH:14]=2)(=[O:9])=[O:10])[CH:3]=[CH:4][CH:5]=[CH:6][CH:7]=1, predict the reactants needed to synthesize it. The reactants are: [K].[C:2]1([S:8]([NH:11][C:12](=[O:24])[C:13]2[CH:18]=[CH:17][C:16]([NH:19][C:20](=[O:22])[CH3:21])=[C:15]([NH2:23])[CH:14]=2)(=[O:10])=[O:9])[CH:7]=[CH:6][CH:5]=[CH:4][CH:3]=1.[CH2:25]([O:32][C:33]1[CH:40]=[CH:39][C:36]([CH2:37]Br)=[CH:35][CH:34]=1)[C:26]1[CH:31]=[CH:30][CH:29]=[CH:28][CH:27]=1.C(=O)(O)[O-].[K+]. (3) Given the product [CH3:3][C:4]1[C:12]([O:13][C@@H:14]2[CH2:19][CH2:18][C@H:17]([N:23]([CH3:22])[CH3:26])[CH2:16][CH2:15]2)=[CH:11][C:10]([CH3:21])=[C:9]2[C:5]=1[CH:6]=[N:7][NH:8]2, predict the reactants needed to synthesize it. The reactants are: C=O.[CH3:3][C:4]1[C:12]([O:13][C@@H:14]2[CH2:19][CH2:18][C@H:17](N)[CH2:16][CH2:15]2)=[CH:11][C:10]([CH3:21])=[C:9]2[C:5]=1[CH:6]=[N:7][NH:8]2.[C:22]([BH3-])#[N:23].[Na+].[C:26](O)(=O)C. (4) Given the product [NH2:1][C:2]1[CH:7]=[CH:6][C:5]([CH:8]2[CH2:13][C:12](=[O:14])[NH:11][C:10](=[O:15])[CH2:9]2)=[CH:4][C:3]=1[C:17]1[CH2:22][CH2:21][CH2:20][CH2:19][CH:18]=1, predict the reactants needed to synthesize it. The reactants are: [NH2:1][C:2]1[CH:7]=[CH:6][C:5]([CH:8]2[CH2:13][C:12](=[O:14])[NH:11][C:10](=[O:15])[CH2:9]2)=[CH:4][C:3]=1Br.[C:17]1(B(O)O)[CH2:22][CH2:21][CH2:20][CH2:19][CH:18]=1.[O-]P([O-])([O-])=O.[K+].[K+].[K+].C1(P(C2CCCCC2)C2C=CC=CC=2C2C=CC=CC=2)CCCCC1. (5) Given the product [NH2:14][C:3]1[CH:4]=[C:5]([CH:9]=[C:10]([N+:11]([O-:13])=[O:12])[C:2]=1[CH3:1])[C:6]([OH:8])=[O:7], predict the reactants needed to synthesize it. The reactants are: [CH3:1][C:2]1[C:10]([N+:11]([O-:13])=[O:12])=[CH:9][C:5]([C:6]([OH:8])=[O:7])=[CH:4][C:3]=1[N+:14]([O-])=O.S.[Na].O.Cl. (6) Given the product [CH3:24][C:22]1[CH2:23][N:19]([C:17]([O:16][C:12]([CH3:13])([CH3:14])[CH3:15])=[O:18])[C@H:20]([C:25]([O:27][CH2:2][C:3]([C:5]2[CH:10]=[CH:9][C:8]([Br:11])=[CH:7][CH:6]=2)=[O:4])=[O:26])[CH:21]=1, predict the reactants needed to synthesize it. The reactants are: Br[CH2:2][C:3]([C:5]1[CH:10]=[CH:9][C:8]([Br:11])=[CH:7][CH:6]=1)=[O:4].[C:12]([O:16][C:17]([N:19]1[CH2:23][C:22]([CH3:24])=[CH:21][C@H:20]1[C:25]([OH:27])=[O:26])=[O:18])([CH3:15])([CH3:14])[CH3:13].CCN(C(C)C)C(C)C.